Dataset: Full USPTO retrosynthesis dataset with 1.9M reactions from patents (1976-2016). Task: Predict the reactants needed to synthesize the given product. (1) Given the product [CH3:20][C:18]1[CH:19]=[C:8]([C:5]2[CH:4]=[N:3][CH:2]=[N:7][CH:6]=2)[CH:9]=[C:10]([CH3:21])[C:11]=1[O:12][CH2:13][C:14]([NH:23][NH2:24])=[O:15], predict the reactants needed to synthesize it. The reactants are: N[C:2]1[N:7]=[CH:6][C:5]([C:8]2[CH:19]=[C:18]([CH3:20])[C:11]([O:12][CH2:13][C:14](OC)=[O:15])=[C:10]([CH3:21])[CH:9]=2)=[CH:4][N:3]=1.O.[NH2:23][NH2:24]. (2) Given the product [C:8]1([C:14]#[C:15][C:16]2[CH:17]=[C:18]([NH:22][S:2]([CH3:1])(=[O:4])=[O:3])[CH:19]=[N:20][CH:21]=2)[CH:9]=[CH:10][CH:11]=[CH:12][CH:13]=1, predict the reactants needed to synthesize it. The reactants are: [CH3:1][S:2](Cl)(=[O:4])=[O:3].Cl.Cl.[C:8]1([C:14]#[C:15][C:16]2[CH:17]=[C:18]([NH2:22])[CH:19]=[N:20][CH:21]=2)[CH:13]=[CH:12][CH:11]=[CH:10][CH:9]=1.N1C=CC=CC=1.O.